Dataset: Catalyst prediction with 721,799 reactions and 888 catalyst types from USPTO. Task: Predict which catalyst facilitates the given reaction. (1) Reactant: [CH2:1]([NH:8][C:9]1[C:14]2=[C:15]([C:18]3[CH:23]=[CH:22][CH:21]=[CH:20][CH:19]=3)[CH:16]=[CH:17][N:13]2[N:12]=[C:11]([C:24]2[CH:25]=[N:26][CH:27]=[C:28]([CH:32]=2)[C:29](O)=[O:30])[N:10]=1)[C:2]1[CH:7]=[CH:6][CH:5]=[CH:4][CH:3]=1.CN(C(ON1N=NC2C=CC=NC1=2)=[N+](C)C)C.F[P-](F)(F)(F)(F)F.[NH:57]1[CH2:61][CH2:60][CH2:59][CH:58]1[C:62]([O:64][CH3:65])=[O:63]. Product: [CH2:1]([NH:8][C:9]1[C:14]2=[C:15]([C:18]3[CH:23]=[CH:22][CH:21]=[CH:20][CH:19]=3)[CH:16]=[CH:17][N:13]2[N:12]=[C:11]([C:24]2[CH:25]=[N:26][CH:27]=[C:28]([CH:32]=2)[C:29]([N:57]2[CH2:61][CH2:60][CH2:59][CH:58]2[C:62]([O:64][CH3:65])=[O:63])=[O:30])[N:10]=1)[C:2]1[CH:7]=[CH:6][CH:5]=[CH:4][CH:3]=1. The catalyst class is: 239. (2) Reactant: [Br:1][C:2]1[CH:3]=[C:4]2[C:8](=[CH:9][CH:10]=1)[C:7](=[O:11])[CH2:6][CH2:5]2.Br[CH2:13][CH2:14][CH2:15]CBr.C(O[K])(C)(C)C. The catalyst class is: 11. Product: [Br:1][C:2]1[CH:3]=[C:4]2[C:8](=[CH:9][CH:10]=1)[C:7](=[O:11])[C:6]1([CH2:15][CH2:14][CH2:13]1)[CH2:5]2.